From a dataset of Full USPTO retrosynthesis dataset with 1.9M reactions from patents (1976-2016). Predict the reactants needed to synthesize the given product. (1) Given the product [F:19][C:8]1[CH:7]=[C:6]([C:9]2[CH:10]=[C:11]3[C:15](=[CH:16][CH:17]=2)[C:14](=[O:18])[CH2:13][CH2:12]3)[CH:5]=[CH:4][C:3]=1[O:2][CH3:1], predict the reactants needed to synthesize it. The reactants are: [CH3:1][O:2][C:3]1[CH:8]=[CH:7][C:6]([C:9]2[CH:10]=[C:11]3[C:15](=[CH:16][CH:17]=2)[C:14](=[O:18])[CH2:13][CH2:12]3)=[CH:5][CH:4]=1.[F:19]C1C=C(B(O)O)C=CC=1OC. (2) Given the product [CH3:9][C@@:3]1([CH2:18][O:17][S:35]([C:31]2[CH:32]=[CH:33][CH:34]=[C:29]([N+:26]([O-:28])=[O:27])[CH:30]=2)(=[O:37])=[O:36])[CH2:4][O:1]1, predict the reactants needed to synthesize it. The reactants are: [O-:1]O.[C:3]1([CH:9](C)C)C=CC=C[CH:4]=1.COP([O:17][CH3:18])OC.C(N(CC)CC)C.[N+:26]([C:29]1[CH:30]=[C:31]([S:35](Cl)(=[O:37])=[O:36])[CH:32]=[CH:33][CH:34]=1)([O-:28])=[O:27]. (3) Given the product [CH:15]([N:13]([CH3:14])[C@H:10]1[CH2:9][C@@H:8]([C:18]([O:20][CH3:21])=[O:19])[C@@H:7]([N:4]2[CH2:5][CH2:6][C@H:2]([NH:1][C:24]3[C:33]4[C:28](=[CH:29][CH:30]=[C:31]([C:34]([F:36])([F:37])[F:35])[CH:32]=4)[N:27]=[CH:26][N:25]=3)[C:3]2=[O:22])[CH2:12][CH2:11]1)([CH3:17])[CH3:16], predict the reactants needed to synthesize it. The reactants are: [NH2:1][C@H:2]1[CH2:6][CH2:5][N:4]([C@H:7]2[CH2:12][CH2:11][C@@H:10]([N:13]([CH:15]([CH3:17])[CH3:16])[CH3:14])[CH2:9][C@H:8]2[C:18]([O:20][CH3:21])=[O:19])[C:3]1=[O:22].Cl[C:24]1[C:33]2[C:28](=[CH:29][CH:30]=[C:31]([C:34]([F:37])([F:36])[F:35])[CH:32]=2)[N:27]=[CH:26][N:25]=1.CCN(CC)CC. (4) The reactants are: [C:1]([OH:8])(=[O:7])/[CH:2]=[CH:3]/[C:4]([OH:6])=[O:5].[Cl:9][C:10]1[CH:17]=[CH:16][C:13]([C:14]#[N:15])=[C:12]([O:18][C:19]2[CH:24]=[CH:23][CH:22]=[C:21]([CH2:25][N:26]([CH3:28])[CH3:27])[C:20]=2[S:29][CH2:30]C)[CH:11]=1. Given the product [C:1]([OH:8])(=[O:7])/[CH:2]=[CH:3]/[C:4]([OH:6])=[O:5].[Cl:9][C:10]1[CH:17]=[CH:16][C:13]([C:14]#[N:15])=[C:12]([O:18][C:19]2[CH:24]=[CH:23][CH:22]=[C:21]([CH2:25][N:26]([CH3:27])[CH3:28])[C:20]=2[S:29][CH3:30])[CH:11]=1, predict the reactants needed to synthesize it. (5) Given the product [OH:1][C:2]1[C:9]([CH3:10])=[CH:8][C:7]([CH3:11])=[CH:6][C:3]=1/[CH:4]=[CH:18]/[C:17]([O:16][C:12]([CH3:15])([CH3:14])[CH3:13])=[O:38], predict the reactants needed to synthesize it. The reactants are: [OH:1][C:2]1[C:9]([CH3:10])=[CH:8][C:7]([CH3:11])=[CH:6][C:3]=1[CH:4]=O.[C:12]([O:16][C:17](=[O:38])[CH2:18]P(C1C=CC=CC=1)(C1C=CC=CC=1)C1C=CC=CC=1)([CH3:15])([CH3:14])[CH3:13].C1CCN2C(=NCCC2)CC1.